This data is from Reaction yield outcomes from USPTO patents with 853,638 reactions. The task is: Predict the reaction yield, written as a fraction of the theoretical maximum amount of product (1.0 means a 100% yield; for example, 0.34 means a 34% yield). (1) The reactants are [CH3:1][O:2][C:3]([CH2:5]P(OC)(OC)=O)=[O:4].C1CCN2C(=NCCC2)CC1.[Li+].[Cl-].[O:25]([C:32]1[CH:33]=[C:34]([CH:47]=[CH:48][CH:49]=1)[CH2:35][O:36][C:37]12[CH2:43][C:40]([CH2:44][CH:45]=O)([CH2:41][CH2:42]1)[CH2:39][CH2:38]2)[C:26]1[CH:31]=[CH:30][CH:29]=[CH:28][CH:27]=1. The catalyst is CC#N. The product is [O:25]([C:32]1[CH:33]=[C:34]([CH:47]=[CH:48][CH:49]=1)[CH2:35][O:36][C:37]12[CH2:43][C:40]([CH2:44]/[CH:45]=[CH:5]/[C:3]([O:2][CH3:1])=[O:4])([CH2:39][CH2:38]1)[CH2:41][CH2:42]2)[C:26]1[CH:27]=[CH:28][CH:29]=[CH:30][CH:31]=1. The yield is 0.890. (2) The reactants are [Br:1][C:2]1[N:3]=[CH:4][C:5]2[N:6]([C:8](I)=[CH:9][N:10]=2)[CH:7]=1.[C:12]([C:14]1[CH:19]=[CH:18][C:17](B(O)O)=[CH:16][CH:15]=1)#[N:13].[O-]P([O-])([O-])=O.[K+].[K+].[K+].O. The catalyst is CN(C=O)C.C1C=CC([P]([Pd]([P](C2C=CC=CC=2)(C2C=CC=CC=2)C2C=CC=CC=2)([P](C2C=CC=CC=2)(C2C=CC=CC=2)C2C=CC=CC=2)[P](C2C=CC=CC=2)(C2C=CC=CC=2)C2C=CC=CC=2)(C2C=CC=CC=2)C2C=CC=CC=2)=CC=1. The product is [Br:1][C:2]1[N:3]=[CH:4][C:5]2[N:6]([C:8]([C:17]3[CH:18]=[CH:19][C:14]([C:12]#[N:13])=[CH:15][CH:16]=3)=[CH:9][N:10]=2)[CH:7]=1. The yield is 0.900. (3) The reactants are C1C=CC(P(C2C=CC=CC=2)C2C=CC=CC=2)=CC=1.II.[CH2:22]([O:29][N:30]1[C:36](=[O:37])[N:35]2[CH2:38][C@H:31]1[CH2:32][CH2:33][C@H:34]2[C:39]([NH:41][NH:42][C:43](=O)[CH2:44][CH:45]1[CH2:48][N:47]([C:49]([O:51][C:52]([CH3:55])([CH3:54])[CH3:53])=[O:50])[CH2:46]1)=[O:40])[C:23]1[CH:28]=[CH:27][CH:26]=[CH:25][CH:24]=1. The catalyst is C(Cl)Cl. The product is [CH2:22]([O:29][N:30]1[C:36](=[O:37])[N:35]2[CH2:38][C@H:31]1[CH2:32][CH2:33][C@H:34]2[C:39]1[O:40][C:43]([CH2:44][CH:45]2[CH2:48][N:47]([C:49]([O:51][C:52]([CH3:55])([CH3:53])[CH3:54])=[O:50])[CH2:46]2)=[N:42][N:41]=1)[C:23]1[CH:24]=[CH:25][CH:26]=[CH:27][CH:28]=1. The yield is 0.660. (4) The reactants are C(OC(=O)[NH:7][CH2:8][CH2:9][CH2:10][NH:11][C:12]([C:14]1[C:15]2[CH2:31][O:30][C:29]3[CH:28]=[C:27]([O:32][CH3:33])[C:26]([O:34][CH:35]([CH3:37])[CH3:36])=[CH:25][C:24]=3[C:16]=2[N:17]([C:19]2[CH:23]=[CH:22][S:21][CH:20]=2)[N:18]=1)=[O:13])(C)(C)C.CO.Cl.O1CCOCC1. No catalyst specified. The product is [NH2:7][CH2:8][CH2:9][CH2:10][NH:11][C:12]([C:14]1[C:15]2[CH2:31][O:30][C:29]3[CH:28]=[C:27]([O:32][CH3:33])[C:26]([O:34][CH:35]([CH3:37])[CH3:36])=[CH:25][C:24]=3[C:16]=2[N:17]([C:19]2[CH:23]=[CH:22][S:21][CH:20]=2)[N:18]=1)=[O:13]. The yield is 0.520. (5) The reactants are [NH:1]1[CH2:6][CH2:5][CH2:4][CH2:3][CH:2]1[CH2:7][CH2:8][O:9][C:10]1[CH:15]=[CH:14][C:13]([C:16]2[NH:20][C:19]3[CH:21]=[CH:22][C:23]([C:25]([NH2:27])=[O:26])=[CH:24][C:18]=3[N:17]=2)=[CH:12][CH:11]=1.[C:28]1([CH3:36])[CH:33]=[CH:32][C:31]([CH:34]=O)=[CH:30][CH:29]=1.[BH-](OC(C)=O)(OC(C)=O)OC(C)=O.[Na+]. The catalyst is CN(C=O)C. The product is [CH3:36][C:28]1[CH:33]=[CH:32][C:31]([CH2:34][N:1]2[CH2:6][CH2:5][CH2:4][CH2:3][CH:2]2[CH2:7][CH2:8][O:9][C:10]2[CH:11]=[CH:12][C:13]([C:16]3[NH:20][C:19]4[CH:21]=[CH:22][C:23]([C:25]([NH2:27])=[O:26])=[CH:24][C:18]=4[N:17]=3)=[CH:14][CH:15]=2)=[CH:30][CH:29]=1. The yield is 0.480.